Dataset: Catalyst prediction with 721,799 reactions and 888 catalyst types from USPTO. Task: Predict which catalyst facilitates the given reaction. (1) Reactant: Cl.[Cl:2][C:3]1[CH:4]=[C:5]([C:9]2[CH:14]=[CH:13][C:12]([C:15]([CH:17]3[CH2:22][CH2:21][NH:20][CH2:19][CH2:18]3)=[O:16])=[CH:11][CH:10]=2)[CH:6]=[CH:7][CH:8]=1.Cl[C:24]1[N:29]=[CH:28][CH:27]=[CH:26][N:25]=1.C(=O)([O-])[O-].[K+].[K+]. Product: [Cl:2][C:3]1[CH:4]=[C:5]([C:9]2[CH:14]=[CH:13][C:12]([C:15]([CH:17]3[CH2:18][CH2:19][N:20]([C:24]4[N:29]=[CH:28][CH:27]=[CH:26][N:25]=4)[CH2:21][CH2:22]3)=[O:16])=[CH:11][CH:10]=2)[CH:6]=[CH:7][CH:8]=1. The catalyst class is: 10. (2) Reactant: [O:1]=[C:2]([CH3:9])[CH2:3][C:4]([O:6][CH2:7][CH3:8])=[O:5].[CH3:10][CH2:11][O-].[Na+].[CH2:14]1C[CH2:15]1. Product: [CH:11]1([CH2:10][CH:3]([C:2](=[O:1])[CH3:9])[C:4]([O:6][CH2:7][CH3:8])=[O:5])[CH2:15][CH2:14]1. The catalyst class is: 14. (3) The catalyst class is: 6. Reactant: [C:1]([OH:6])(=[O:5])[CH:2]([CH3:4])[OH:3].CC(C)[O-].CC(C)[O-].CC(C)[O-].CC(C)[O-].[Ti+4:23].[OH-].[Na+:25].C(O)CO. Product: [Na+:25].[C:1]([O-:6])(=[O:5])[CH:2]([CH3:4])[OH:3].[Ti+4:23].[C:1]([O-:6])(=[O:5])[CH:2]([CH3:4])[OH:3].[C:1]([O-:6])(=[O:5])[CH:2]([CH3:4])[OH:3].[C:1]([O-:6])(=[O:5])[CH:2]([CH3:4])[OH:3].[C:1]([O-:6])(=[O:5])[CH:2]([CH3:4])[OH:3]. (4) Product: [CH2:13]([O:12][C:10]([N:6]1[C@@H:4]([CH3:5])[C:3](=[O:20])[N:21]2[C@@H:22]([CH2:23][CH2:24][N:25]3[CH2:32][CH2:31][C:28]4([CH2:29][CH2:30]4)[C@H:27]([OH:33])[CH2:26]3)[CH2:34][O:9][CH:8]2[CH2:7]1)=[O:11])[C:14]1[CH:15]=[CH:16][CH:17]=[CH:18][CH:19]=1. Reactant: CO[C:3](=[O:20])[C@@H:4]([N:6]([C:10]([O:12][CH2:13][C:14]1[CH:19]=[CH:18][CH:17]=[CH:16][CH:15]=1)=[O:11])[CH2:7][CH:8]=[O:9])[CH3:5].[NH2:21][C@H:22]([CH2:34]O)[CH2:23][CH2:24][N:25]1[CH2:32][CH2:31][C:28]2([CH2:30][CH2:29]2)[C@H:27]([OH:33])[CH2:26]1. The catalyst class is: 11.